Dataset: Catalyst prediction with 721,799 reactions and 888 catalyst types from USPTO. Task: Predict which catalyst facilitates the given reaction. Reactant: [C:1]([C:4]1[CH:9]=[CH:8][CH:7]=[C:6]([C:10](=O)[CH3:11])[N:5]=1)(=[O:3])[CH3:2].[CH2:13]([C:15]1[CH:21]=[CH:20][CH:19]=[C:18]([CH2:22][CH3:23])[C:16]=1[NH2:17])[CH3:14].C(O)=O. Product: [CH2:13]([C:15]1[CH:21]=[CH:20][CH:19]=[C:18]([CH2:22][CH3:23])[C:16]=1[N:17]=[C:10]([C:6]1[N:5]=[C:4]([C:1](=[O:3])[CH3:2])[CH:9]=[CH:8][CH:7]=1)[CH3:11])[CH3:14]. The catalyst class is: 194.